Dataset: Forward reaction prediction with 1.9M reactions from USPTO patents (1976-2016). Task: Predict the product of the given reaction. (1) Given the reactants [CH3:1][C:2]([CH3:18])([CH3:17])[CH2:3][C:4]([N:6]1[CH2:16][CH2:15][C:9]2([C:13](=[O:14])[NH:12][CH2:11][CH2:10]2)[CH2:8][CH2:7]1)=[O:5].CC(C)(C)CC(N1CCC2(C(=O)N(C3C=CC(C(O)C(F)(F)F)=CC=3)CC2)CC1)=O.Br[C:50]1[CH:55]=[CH:54][C:53]([CH:56]([OH:61])[C:57]([F:60])([F:59])[CH3:58])=[CH:52][CH:51]=1, predict the reaction product. The product is: [F:59][C:57]([F:60])([CH3:58])[CH:56]([C:53]1[CH:52]=[CH:51][C:50]([N:12]2[CH2:11][CH2:10][C:9]3([CH2:15][CH2:16][N:6]([C:4](=[O:5])[CH2:3][C:2]([CH3:18])([CH3:17])[CH3:1])[CH2:7][CH2:8]3)[C:13]2=[O:14])=[CH:55][CH:54]=1)[OH:61]. (2) Given the reactants [F:1][C:2]1[CH:7]=[CH:6][CH:5]=[CH:4][C:3]=1[NH:8][C:9]1[N:10]([C@H:27]2[CH2:32][CH2:31][C@H:30]([C:33](OCC)=[O:34])[CH2:29][CH2:28]2)[C:11]2[C:16]([N:17]=1)=[CH:15][N:14]=[C:13]([NH:18][C:19]1[CH:24]=[CH:23][C:22]([O:25][CH3:26])=[CH:21][CH:20]=1)[N:12]=2.[H-].[H-].[H-].[H-].[Li+].[Al+3].C(O)(C(F)(F)F)=O, predict the reaction product. The product is: [F:1][C:2]1[CH:7]=[CH:6][CH:5]=[CH:4][C:3]=1[NH:8][C:9]1[N:10]([C@H:27]2[CH2:32][CH2:31][C@H:30]([CH2:33][OH:34])[CH2:29][CH2:28]2)[C:11]2[C:16]([N:17]=1)=[CH:15][N:14]=[C:13]([NH:18][C:19]1[CH:24]=[CH:23][C:22]([O:25][CH3:26])=[CH:21][CH:20]=1)[N:12]=2. (3) Given the reactants [NH2:1][CH2:2][C:3]1[N:7]2[C:8]([N:12]3[CH2:17][CH2:16][N:15]([CH3:18])[CH2:14][CH2:13]3)=[CH:9][CH:10]=[CH:11][C:6]2=[N:5][C:4]=1[CH2:19][N:20]([CH3:31])[C@@H:21]1[C:30]2[N:29]=[CH:28][CH:27]=[CH:26][C:25]=2[CH2:24][CH2:23][CH2:22]1.[C:32]1([S:38](Cl)(=[O:40])=[O:39])[CH:37]=[CH:36][CH:35]=[CH:34][CH:33]=1, predict the reaction product. The product is: [CH3:18][N:15]1[CH2:14][CH2:13][N:12]([C:8]2[N:7]3[C:3]([CH2:2][NH:1][S:38]([C:32]4[CH:37]=[CH:36][CH:35]=[CH:34][CH:33]=4)(=[O:40])=[O:39])=[C:4]([CH2:19][N:20]([CH3:31])[C@@H:21]4[C:30]5[N:29]=[CH:28][CH:27]=[CH:26][C:25]=5[CH2:24][CH2:23][CH2:22]4)[N:5]=[C:6]3[CH:11]=[CH:10][CH:9]=2)[CH2:17][CH2:16]1. (4) Given the reactants [OH:1][C:2]1[CH:7]=[CH:6][CH:5]=[CH:4][C:3]=1[C:8]1[O:9][C:10]2[CH:18]=[CH:17][CH:16]=[CH:15][C:11]=2[C:12](=O)[N:13]=1.[NH:19]([C:21]1[CH:29]=[CH:28][CH:27]=[CH:26][C:22]=1[C:23]([OH:25])=[O:24])[NH2:20], predict the reaction product. The product is: [OH:1][C:2]1[CH:7]=[CH:6][CH:5]=[CH:4][C:3]=1[C:8]1[N:13]=[C:12]([C:11]2[CH:15]=[CH:16][CH:17]=[CH:18][C:10]=2[OH:9])[N:19]([C:21]2[CH:29]=[CH:28][CH:27]=[CH:26][C:22]=2[C:23]([OH:25])=[O:24])[N:20]=1. (5) Given the reactants [NH:1]([C:3]([C@H:5]([CH2:11][CH2:12][CH2:13][CH2:14][CH3:15])[CH2:6][N:7]([OH:10])[CH:8]=[O:9])=[O:4])[NH2:2].[CH:16](=O)[C:17]1[CH:22]=[CH:21][CH:20]=[CH:19][CH:18]=1.CN(C1C=CC(N=NC2C=CC(S(O)(=O)=O)=CC=2)=CC=1)C.Cl.C([BH3-])#N.[Na+].C(=O)(O)[O-].[Na+], predict the reaction product. The product is: [CH2:16]([NH:2][NH:1][C:3]([C@H:5]([CH2:11][CH2:12][CH2:13][CH2:14][CH3:15])[CH2:6][N:7]([OH:10])[CH:8]=[O:9])=[O:4])[C:17]1[CH:22]=[CH:21][CH:20]=[CH:19][CH:18]=1.